From a dataset of Catalyst prediction with 721,799 reactions and 888 catalyst types from USPTO. Predict which catalyst facilitates the given reaction. (1) Reactant: [CH:1]1([CH2:7][CH2:8][O:9][C:10]2[CH:11]=[CH:12][C:13]([CH2:16][OH:17])=[N:14][CH:15]=2)[CH2:6][CH2:5][CH2:4][CH2:3][CH2:2]1. Product: [CH:1]1([CH2:7][CH2:8][O:9][C:10]2[CH:11]=[CH:12][C:13]([CH:16]=[O:17])=[N:14][CH:15]=2)[CH2:6][CH2:5][CH2:4][CH2:3][CH2:2]1. The catalyst class is: 428. (2) Reactant: [NH2:1][C:2]1[N:7]=[C:6]([N:8]2[C@H:13]([CH3:14])[CH2:12][CH2:11][C@H:10]([C:15](O)=[O:16])[CH2:9]2)[CH:5]=[C:4]([C:18]2[CH:23]=[CH:22][C:21]([C:24]#[N:25])=[C:20]([F:26])[CH:19]=2)[N:3]=1.CN(C(ON1N=NC2C=CC=NC1=2)=[N+](C)C)C.F[P-](F)(F)(F)(F)F.CCN(C(C)C)C(C)C.[CH:60]1([NH2:66])[CH2:65][CH2:64][CH2:63][CH2:62][CH2:61]1. Product: [NH2:1][C:2]1[N:7]=[C:6]([N:8]2[C@H:13]([CH3:14])[CH2:12][CH2:11][C@H:10]([C:15]([NH:66][CH:60]3[CH2:65][CH2:64][CH2:63][CH2:62][CH2:61]3)=[O:16])[CH2:9]2)[CH:5]=[C:4]([C:18]2[CH:23]=[CH:22][C:21]([C:24]#[N:25])=[C:20]([F:26])[CH:19]=2)[N:3]=1. The catalyst class is: 173. (3) Reactant: C(O[C:5]1[CH:10]=[CH:9][C:8]([Br:11])=[CH:7][C:6]=1C)(=O)C.[C:13]([O:17][C:18](=[O:27])[C:19]1[CH:24]=[CH:23][C:22]([CH2:25]I)=[CH:21][CH:20]=1)([CH3:16])([CH3:15])[CH3:14].C[Si](C)(C)[N-][Si](C)(C)C.[Li+].[C:38]([O:41][CH2:42]C)(=[O:40])[CH3:39]. Product: [C:13]([O:17][C:18](=[O:27])[C:19]1[CH:24]=[CH:23][C:22]([CH2:25][CH:39]([C:5]2[CH:6]=[CH:7][C:8]([Br:11])=[CH:9][CH:10]=2)[C:38]([O:41][CH3:42])=[O:40])=[CH:21][CH:20]=1)([CH3:16])([CH3:15])[CH3:14]. The catalyst class is: 20. (4) Reactant: [Br:1][C:2]1[C:14]2[C:13]3[C:8](=[CH:9][CH:10]=[CH:11][CH:12]=3)[NH:7][C:6]=2[N:5]=[CH:4][CH:3]=1.[CH3:15]C1C=C2C(=CC=1)NC1=[N+]([O-])C=CC=C21.P(Br)(Br)(Br)=O. Product: [Br:1][C:2]1[C:14]2[C:13]3[C:8](=[CH:9][CH:10]=[C:11]([CH3:15])[CH:12]=3)[NH:7][C:6]=2[N:5]=[CH:4][CH:3]=1. The catalyst class is: 3. (5) Reactant: [C:1]([C:4]1[C:9]([F:10])=[CH:8][CH:7]=[CH:6][C:5]=1[S:11][C:12](=[O:16])N(C)C)(=[O:3])[CH3:2].CC(C)([O-])C.[K+]. Product: [F:10][C:9]1[CH:8]=[CH:7][CH:6]=[C:5]2[C:4]=1[C:1]([OH:3])=[CH:2][C:12](=[O:16])[S:11]2. The catalyst class is: 1. (6) Reactant: [Cl:1][C:2]1[CH:11]=[CH:10][C:5]([C:6]([O:8][CH3:9])=[O:7])=[CH:4][C:3]=1[NH:12][C:13](=[O:23])[C:14]([NH:16][CH2:17][CH:18](OC)OC)=[O:15].FC(F)(F)C(O)=O. Product: [Cl:1][C:2]1[CH:11]=[CH:10][C:5]([C:6]([O:8][CH3:9])=[O:7])=[CH:4][C:3]=1[N:12]1[CH:18]=[CH:17][NH:16][C:14](=[O:15])[C:13]1=[O:23]. The catalyst class is: 15.